From a dataset of Catalyst prediction with 721,799 reactions and 888 catalyst types from USPTO. Predict which catalyst facilitates the given reaction. (1) Reactant: [Br:1][C:2]1[C:14]2[NH:13][C:12]3[C:7](=[CH:8][CH:9]=[CH:10][CH:11]=3)[C:6]=2[CH:5]=[CH:4][CH:3]=1.[H-].[Na+].[C:17]1([C:36]2[CH:41]=[CH:40][CH:39]=[CH:38][CH:37]=2)[CH:22]=[CH:21][C:20]([C:23]2[N:28]=[C:27](Cl)[N:26]=[C:25]([C:30]3[CH:35]=[CH:34][CH:33]=[CH:32][CH:31]=3)[N:24]=2)=[CH:19][CH:18]=1.CO. Product: [C:17]1([C:36]2[CH:37]=[CH:38][CH:39]=[CH:40][CH:41]=2)[CH:22]=[CH:21][C:20]([C:23]2[N:24]=[C:25]([C:30]3[CH:35]=[CH:34][CH:33]=[CH:32][CH:31]=3)[N:26]=[C:27]([N:13]3[C:14]4[C:2]([Br:1])=[CH:3][CH:4]=[CH:5][C:6]=4[C:7]4[C:12]3=[CH:11][CH:10]=[CH:9][CH:8]=4)[N:28]=2)=[CH:19][CH:18]=1. The catalyst class is: 18. (2) Reactant: [CH3:1][O:2][CH2:3][CH2:4][N:5]([CH3:20])[C:6](=[N:8][C:9]1[CH:17]=[C:16]2[C:12]([CH2:13][C@@H:14]([OH:19])[C@@H:15]2[NH-:18])=[CH:11][CH:10]=1)[CH3:7].C(OC(=O)N)(C)(C)C.C(N(CC)CC)C.O=C1CCC(=O)N1[O:43][C:44]([C:46]1[CH:51]=[CH:50][C:49]([C:52]2[CH:57]=[CH:56][CH:55]=[CH:54][CH:53]=2)=[CH:48][CH:47]=1)=O. Product: [CH3:1][O:2][CH2:3][CH2:4][N:5]([CH3:20])[C:6](=[N:8][C:9]1[CH:17]=[C:16]2[C:12]([CH2:13][C@@H:14]([OH:19])[C@@H:15]2[NH:18][C:44]([C:46]2[CH:51]=[CH:50][C:49]([C:52]3[CH:53]=[CH:54][CH:55]=[CH:56][CH:57]=3)=[CH:48][CH:47]=2)=[O:43])=[CH:11][CH:10]=1)[CH3:7]. The catalyst class is: 137. (3) Reactant: Br[C:2]1[CH:22]=[CH:21][C:5]([O:6][CH2:7][C@@H:8]2[CH2:13][CH2:12][C@H:11]([O:14][CH:15]3[CH2:20][CH2:19][CH2:18][CH2:17][O:16]3)[CH2:10][CH2:9]2)=[CH:4][CH:3]=1.[B:23]1([B:23]2[O:27][C:26]([CH3:29])([CH3:28])[C:25]([CH3:31])([CH3:30])[O:24]2)[O:27][C:26]([CH3:29])([CH3:28])[C:25]([CH3:31])([CH3:30])[O:24]1.C([O-])(=O)C.[K+]. Product: [CH3:30][C:25]1([CH3:31])[C:26]([CH3:29])([CH3:28])[O:27][B:23]([C:2]2[CH:22]=[CH:21][C:5]([O:6][CH2:7][C@@H:8]3[CH2:13][CH2:12][C@H:11]([O:14][CH:15]4[CH2:20][CH2:19][CH2:18][CH2:17][O:16]4)[CH2:10][CH2:9]3)=[CH:4][CH:3]=2)[O:24]1. The catalyst class is: 873. (4) Reactant: [CH3:1][N:2]1[CH:6]=[C:5]([C:7](Cl)=[O:8])[C:4]([C:10]([F:13])([F:12])[F:11])=[N:3]1.[Cl:14][C:15]1[CH:16]=[C:17]([C:22]2[CH:28]=[CH:27][CH:26]=[CH:25][C:23]=2[NH2:24])[CH:18]=[C:19]([Cl:21])[CH:20]=1.N1C=CC=CC=1.C(OC)(C)(C)C. Product: [CH3:1][N:2]1[CH:6]=[C:5]([C:7]([NH:24][C:23]2[CH:25]=[CH:26][CH:27]=[CH:28][C:22]=2[C:17]2[CH:18]=[C:19]([Cl:21])[CH:20]=[C:15]([Cl:14])[CH:16]=2)=[O:8])[C:4]([C:10]([F:13])([F:12])[F:11])=[N:3]1. The catalyst class is: 11.